This data is from Peptide-MHC class I binding affinity with 185,985 pairs from IEDB/IMGT. The task is: Regression. Given a peptide amino acid sequence and an MHC pseudo amino acid sequence, predict their binding affinity value. This is MHC class I binding data. (1) The peptide sequence is NESGRLIDF. The MHC is HLA-A02:01 with pseudo-sequence HLA-A02:01. The binding affinity (normalized) is 0.0847. (2) The peptide sequence is VGEVYVKF. The MHC is Mamu-B52 with pseudo-sequence Mamu-B52. The binding affinity (normalized) is 0.859. (3) The peptide sequence is KQWRRDNRRGL. The MHC is Mamu-B08 with pseudo-sequence Mamu-B08. The binding affinity (normalized) is 0.578. (4) The peptide sequence is VKMPTHRHI. The MHC is HLA-A29:02 with pseudo-sequence HLA-A29:02. The binding affinity (normalized) is 0. (5) The binding affinity (normalized) is 0.267. The peptide sequence is RRPVVTAHIEG. The MHC is Mamu-B08 with pseudo-sequence Mamu-B08.